From a dataset of Reaction yield outcomes from USPTO patents with 853,638 reactions. Predict the reaction yield, written as a fraction of the theoretical maximum amount of product (1.0 means a 100% yield; for example, 0.34 means a 34% yield). (1) The reactants are [C:1]([O:5][C:6]([N:8]1[CH2:11][CH:10]([O:12][C:13]2[C:14]3[CH2:22][NH:21][CH2:20][CH2:19][C:15]=3[N:16]=[CH:17][N:18]=2)[CH2:9]1)=[O:7])([CH3:4])([CH3:3])[CH3:2].Br[C:24]1[CH:25]=[C:26]([C:32]([F:35])([F:34])[F:33])[C:27]([O:30][CH3:31])=[N:28][CH:29]=1.[C:36](=[O:39])([O-])[O-:37].[Cs+].[Cs+].CC(C1C=C(C(C)C)C(C2C=CC=CC=2P(C2CCCCC2)C2CCCCC2)=C(C(C)C)C=1)C. The catalyst is C1C=CC(/C=C/C(/C=C/C2C=CC=CC=2)=O)=CC=1.C1C=CC(/C=C/C(/C=C/C2C=CC=CC=2)=O)=CC=1.C1C=CC(/C=C/C(/C=C/C2C=CC=CC=2)=O)=CC=1.[Pd].[Pd].O1CCOCC1. The product is [F:33][C:32]([F:35])([F:34])[C:36]([OH:37])=[O:39].[C:1]([O:5][C:6]([N:8]1[CH2:11][CH:10]([O:12][C:13]2[C:14]3[CH2:22][N:21]([C:24]4[CH:29]=[N:28][C:27]([O:30][CH3:31])=[C:26]([C:32]([F:35])([F:34])[F:33])[CH:25]=4)[CH2:20][CH2:19][C:15]=3[N:16]=[CH:17][N:18]=2)[CH2:9]1)=[O:7])([CH3:4])([CH3:2])[CH3:3]. The yield is 0.870. (2) The product is [CH3:9][O:8][C:6]1[N:5]=[CH:4][N:3]=[C:2]([C:16]2[CH:17]=[C:12]([CH:13]=[CH:14][CH:15]=2)[CH:10]=[O:11])[CH:7]=1. The reactants are Cl[C:2]1[CH:7]=[C:6]([O:8][CH3:9])[N:5]=[CH:4][N:3]=1.[CH:10]([C:12]1[CH:13]=[C:14](B(O)O)[CH:15]=[CH:16][CH:17]=1)=[O:11]. The yield is 0.120. No catalyst specified. (3) The reactants are [F:1][C:2]1[CH:7]=[CH:6][C:5]([C:8]2[C:13]([C:14]([O:16][CH3:17])=[O:15])=[C:12]([CH:18]([CH3:20])[CH3:19])[N:11]=[C:10]([OH:21])[N:9]=2)=[CH:4][CH:3]=1.C(N(CC)CC)C.C(#N)C.[CH3:32][S:33](Cl)(=[O:35])=[O:34]. The catalyst is O. The product is [F:1][C:2]1[CH:3]=[CH:4][C:5]([C:8]2[C:13]([C:14]([O:16][CH3:17])=[O:15])=[C:12]([CH:18]([CH3:19])[CH3:20])[N:11]=[C:10]([O:21][S:33]([CH3:32])(=[O:35])=[O:34])[N:9]=2)=[CH:6][CH:7]=1. The yield is 0.890.